Dataset: Reaction yield outcomes from USPTO patents with 853,638 reactions. Task: Predict the reaction yield, written as a fraction of the theoretical maximum amount of product (1.0 means a 100% yield; for example, 0.34 means a 34% yield). (1) The reactants are [O:1]=[C:2]([N:12]1[CH2:17][CH2:16][CH:15]([C:18]2[N:22]=[C:21]([NH:23][C:24]3[C:29]([O:30][C:31]4[CH:36]=[CH:35][CH:34]=[CH:33][CH:32]=4)=[CH:28][C:27]([S:37][C:38]4[CH:43]=[CH:42][CH:41]=[CH:40][N:39]=4)=[CH:26][N:25]=3)[S:20][N:19]=2)[CH2:14][CH2:13]1)[CH2:3][NH:4]C(=O)OC(C)(C)C.[ClH:44]. The catalyst is C(Cl)Cl.CO.O1CCOCC1. The product is [ClH:44].[ClH:44].[NH2:4][CH2:3][C:2]([N:12]1[CH2:13][CH2:14][CH:15]([C:18]2[N:22]=[C:21]([NH:23][C:24]3[C:29]([O:30][C:31]4[CH:36]=[CH:35][CH:34]=[CH:33][CH:32]=4)=[CH:28][C:27]([S:37][C:38]4[CH:43]=[CH:42][CH:41]=[CH:40][N:39]=4)=[CH:26][N:25]=3)[S:20][N:19]=2)[CH2:16][CH2:17]1)=[O:1]. The yield is 0.780. (2) The reactants are [NH2:1][C:2]1[C:7]([Cl:8])=[C:6]([C:9]([O:11][CH3:12])=[O:10])[N:5]=[C:4]([C:13]2[CH:14]=[N:15][C:16](Cl)=[CH:17][CH:18]=2)[C:3]=1[F:20].C[Sn](C)C.C[Sn](C)C.[I:29]I.[O-]S([O-])=O.[Na+].[Na+]. The catalyst is C1(C)C=CC=CC=1.C1C=CC([P]([Pd]([P](C2C=CC=CC=2)(C2C=CC=CC=2)C2C=CC=CC=2)([P](C2C=CC=CC=2)(C2C=CC=CC=2)C2C=CC=CC=2)[P](C2C=CC=CC=2)(C2C=CC=CC=2)C2C=CC=CC=2)(C2C=CC=CC=2)C2C=CC=CC=2)=CC=1. The product is [NH2:1][C:2]1[C:7]([Cl:8])=[C:6]([C:9]([O:11][CH3:12])=[O:10])[N:5]=[C:4]([C:13]2[CH:14]=[N:15][C:16]([I:29])=[CH:17][CH:18]=2)[C:3]=1[F:20]. The yield is 0.197. (3) The yield is 0.990. No catalyst specified. The product is [CH3:32][N:31]([CH3:33])[C:27]1[CH:26]=[C:25]([C:21]2[CH:22]=[CH:23][CH:24]=[C:19]([C:10]3[CH:9]=[C:8]([OH:7])[N:12]([C:13]4[CH:18]=[CH:17][CH:16]=[CH:15][N:14]=4)[N:11]=3)[CH:20]=2)[CH:30]=[CH:29][CH:28]=1. The reactants are C(=O)([O:7][C:8]1[N:12]([C:13]2[CH:18]=[CH:17][CH:16]=[CH:15][N:14]=2)[N:11]=[C:10]([C:19]2[CH:20]=[C:21]([C:25]3[CH:30]=[CH:29][CH:28]=[C:27]([N:31]([CH3:33])[CH3:32])[CH:26]=3)[CH:22]=[CH:23][CH:24]=2)[CH:9]=1)OC(C)(C)C.C(=O)(OC(C)(C)C)OC1N(C2C=CC=CN=2)N=C(C2C=CC(C3C=CC=CC=3)=CC=2)C=1. (4) The reactants are [CH2:1]([C:7]1[C:15](=O)[N:14]2[C:10]([NH:11][C:12]3[CH:20]=[CH:19][CH:18]=[CH:17][C:13]=32)=[C:9]([C:21]#[N:22])[C:8]=1[CH3:23])[CH2:2][CH2:3][CH2:4][CH2:5][CH3:6].P(Cl)(Cl)([Cl:26])=O. No catalyst specified. The product is [Cl:26][C:15]1[N:14]2[C:10](=[N:11][C:12]3[CH:20]=[CH:19][CH:18]=[CH:17][C:13]=32)[C:9]([C:21]#[N:22])=[C:8]([CH3:23])[C:7]=1[CH2:1][CH2:2][CH2:3][CH2:4][CH2:5][CH3:6]. The yield is 0.860. (5) The reactants are [Cl:1][C:2]1[CH:7]=[CH:6][C:5]([O:8][C:9]2[CH:14]=[CH:13][C:12](I)=[CH:11][C:10]=2[O:16][CH3:17])=[CH:4][C:3]=1[Cl:18].C([O-])(=O)C.[K+].[CH3:24][C:25]1([CH3:41])[C:29]([CH3:31])([CH3:30])[O:28][B:27]([B:27]2[O:28][C:29]([CH3:31])([CH3:30])[C:25]([CH3:41])([CH3:24])[O:26]2)[O:26]1. The catalyst is O1CCOCC1.C1C=CC(P(C2C=CC=CC=2)[C-]2C=CC=C2)=CC=1.C1C=CC(P(C2C=CC=CC=2)[C-]2C=CC=C2)=CC=1.Cl[Pd]Cl.[Fe+2]. The product is [Cl:18][C:3]1[CH:4]=[C:5]([CH:6]=[CH:7][C:2]=1[Cl:1])[O:8][C:9]1[CH:14]=[CH:13][C:12]([B:27]2[O:28][C:29]([CH3:31])([CH3:30])[C:25]([CH3:41])([CH3:24])[O:26]2)=[CH:11][C:10]=1[O:16][CH3:17]. The yield is 0.110. (6) The reactants are [CH2:1]([O:3][C:4](=[O:9])[C:5](=O)[CH2:6]Br)[CH3:2].[S:10]([N:20]1[C:28]2[C:23](=[N:24][C:25]([NH2:29])=[CH:26][N:27]=2)[CH:22]=[CH:21]1)([C:13]1[CH:19]=[CH:18][C:16]([CH3:17])=[CH:15][CH:14]=1)(=[O:12])=[O:11].O1CCOCC1. The catalyst is CC#N. The product is [S:10]([N:20]1[C:28]2[N:27]=[CH:26][C:25]3[N:24]([CH:6]=[C:5]([C:4]([O:3][CH2:1][CH3:2])=[O:9])[N:29]=3)[C:23]=2[CH:22]=[CH:21]1)([C:13]1[CH:14]=[CH:15][C:16]([CH3:17])=[CH:18][CH:19]=1)(=[O:11])=[O:12]. The yield is 0.750. (7) The catalyst is O1CCOCC1. The yield is 0.520. The reactants are C1(S([N:10]2[C:14]3[CH:15]=[N:16][C:17]([C:28]#[N:29])=[C:18]([O:19][CH:20]4[CH2:25][CH2:24][N:23]([CH2:26][CH3:27])[CH2:22][CH2:21]4)[C:13]=3[C:12]3[CH:30]=[C:31](Br)[CH:32]=[N:33][C:11]2=3)(=O)=O)C=CC=CC=1.[CH3:35]B1OB(C)OB(C)O1.C(=O)([O-])[O-].[Cs+].[Cs+]. The product is [CH2:26]([N:23]1[CH2:24][CH2:25][CH:20]([O:19][C:18]2[C:13]3[C:12]4[CH:30]=[C:31]([CH3:35])[CH:32]=[N:33][C:11]=4[NH:10][C:14]=3[CH:15]=[N:16][C:17]=2[C:28]#[N:29])[CH2:21][CH2:22]1)[CH3:27]. (8) The reactants are [OH:1][CH2:2][CH2:3][NH:4][C:5]1[N:6]=[C:7]([C:38]([F:41])([F:40])[F:39])[C:8]2[C:13]([C:14]3[CH:19]=[CH:18][CH:17]=[CH:16][CH:15]=3)=[C:12]([C:20]3[CH:25]=[CH:24][C:23]([C:26]4([NH:30]C(=O)OC(C)(C)C)[CH2:29][CH2:28][CH2:27]4)=[CH:22][CH:21]=3)[O:11][C:9]=2[N:10]=1.[ClH:42].O1CCOCC1.C(OCC)C. The catalyst is C1COCC1. The product is [ClH:42].[NH2:30][C:26]1([C:23]2[CH:22]=[CH:21][C:20]([C:12]3[O:11][C:9]4[N:10]=[C:5]([NH:4][CH2:3][CH2:2][OH:1])[N:6]=[C:7]([C:38]([F:41])([F:39])[F:40])[C:8]=4[C:13]=3[C:14]3[CH:15]=[CH:16][CH:17]=[CH:18][CH:19]=3)=[CH:25][CH:24]=2)[CH2:29][CH2:28][CH2:27]1. The yield is 0.650. (9) The reactants are [C:1]([O:5][C:6]([N:8]1[CH2:13][CH2:12][N+:11]([O-])([CH2:14][CH2:15][N:16]2[C:21]3[N:22]=[C:23]([NH:26][CH3:27])[N:24]=[CH:25][C:20]=3[CH:19]=[C:18]([C:28]3[C:33]([Cl:34])=[C:32]([O:35][CH3:36])[CH:31]=[C:30]([O:37][CH3:38])[C:29]=3[Cl:39])[C:17]2=[O:40])[CH2:10][CH2:9]1)=[O:7])([CH3:4])([CH3:3])[CH3:2].C1C=CC(P(C2C=CC=CC=2)C2C=CC=CC=2)=CC=1. The catalyst is CN(C=O)C. The product is [Cl:34][C:33]1[C:32]([O:35][CH3:36])=[CH:31][C:30]([O:37][CH3:38])=[C:29]([Cl:39])[C:28]=1[C:18]1[C:17](=[O:40])[N:16]([CH2:15][CH2:14][N:11]2[CH2:10][CH2:9][N:8]([C:6]([O:5][C:1]([CH3:4])([CH3:3])[CH3:2])=[O:7])[CH2:13][CH2:12]2)[C:21]2[N:22]=[C:23]([NH:26][CH3:27])[N:24]=[CH:25][C:20]=2[CH:19]=1. The yield is 0.770.